The task is: Predict the reaction yield, written as a fraction of the theoretical maximum amount of product (1.0 means a 100% yield; for example, 0.34 means a 34% yield).. This data is from Reaction yield outcomes from USPTO patents with 853,638 reactions. The catalyst is Cl.CC(=O)OCC. The reactants are C(OC([NH:8][CH:9]([C:40]([NH:42][CH3:43])=[O:41])[CH2:10][N:11]1[CH:15]([CH3:16])[C:14]2[CH:17]=[C:18]([C:21]3[C:29]4[C:24](=[CH:25][C:26]([F:30])=[CH:27][CH:28]=4)[N:23](C(OC(C)(C)C)=O)[CH:22]=3)[CH:19]=[CH:20][C:13]=2[S:12]1(=[O:39])=[O:38])=O)(C)(C)C. The product is [NH2:8][CH:9]([CH2:10][N:11]1[CH:15]([CH3:16])[C:14]2[CH:17]=[C:18]([C:21]3[C:29]4[C:24](=[CH:25][C:26]([F:30])=[CH:27][CH:28]=4)[NH:23][CH:22]=3)[CH:19]=[CH:20][C:13]=2[S:12]1(=[O:38])=[O:39])[C:40]([NH:42][CH3:43])=[O:41]. The yield is 0.360.